This data is from Reaction yield outcomes from USPTO patents with 853,638 reactions. The task is: Predict the reaction yield, written as a fraction of the theoretical maximum amount of product (1.0 means a 100% yield; for example, 0.34 means a 34% yield). The reactants are [Cl:1][C:2]1[CH:3]=[C:4]([C:9]([C:22]([F:25])([F:24])[F:23])=[CH:10][C:11]([C:13]2[CH:14]=[CH:15][C:16](F)=[C:17]([CH:20]=2)[C:18]#[N:19])=[O:12])[CH:5]=[C:6]([Cl:8])[CH:7]=1.[NH:26]1[CH:30]=[N:29][CH:28]=[N:27]1.C(=O)([O-])[O-].[K+].[K+]. The catalyst is C(#N)C. The product is [Cl:1][C:2]1[CH:3]=[C:4]([C:9]([C:22]([F:25])([F:24])[F:23])=[CH:10][C:11]([C:13]2[CH:14]=[CH:15][C:16]([N:26]3[CH:30]=[N:29][CH:28]=[N:27]3)=[C:17]([CH:20]=2)[C:18]#[N:19])=[O:12])[CH:5]=[C:6]([Cl:8])[CH:7]=1. The yield is 0.710.